From a dataset of Peptide-MHC class II binding affinity with 134,281 pairs from IEDB. Regression. Given a peptide amino acid sequence and an MHC pseudo amino acid sequence, predict their binding affinity value. This is MHC class II binding data. (1) The peptide sequence is VDIINRWQVVAPQLP. The MHC is DRB3_0101 with pseudo-sequence DRB3_0101. The binding affinity (normalized) is 0.0704. (2) The peptide sequence is ETALKKAITAMSE. The MHC is DRB1_1602 with pseudo-sequence DRB1_1602. The binding affinity (normalized) is 0.289. (3) The peptide sequence is VILTDGPERVILAGP. The MHC is DRB1_0405 with pseudo-sequence DRB1_0405. The binding affinity (normalized) is 0.234. (4) The peptide sequence is SNMYAMMIARFK. The MHC is DRB5_0101 with pseudo-sequence DRB5_0101. The binding affinity (normalized) is 0.851. (5) The peptide sequence is LCHLITKETPDRLTD. The MHC is DRB3_0101 with pseudo-sequence DRB3_0101. The binding affinity (normalized) is 0.138. (6) The peptide sequence is AAKPAAAATATATAA. The MHC is HLA-DQA10104-DQB10503 with pseudo-sequence HLA-DQA10104-DQB10503. The binding affinity (normalized) is 0. (7) The peptide sequence is TKDTNDNNLYKLHGG. The MHC is DRB1_1101 with pseudo-sequence DRB1_1101. The binding affinity (normalized) is 0.0461. (8) The peptide sequence is EYKSDYVYEPFPKEV. The MHC is DRB1_1101 with pseudo-sequence DRB1_1101. The binding affinity (normalized) is 0.461.